Dataset: Full USPTO retrosynthesis dataset with 1.9M reactions from patents (1976-2016). Task: Predict the reactants needed to synthesize the given product. (1) Given the product [N:1]1[CH:6]=[CH:5][N:4]=[CH:3][C:2]=1[NH:7][C:8](=[O:15])[C@@H:9]([N:14]1[CH2:33][C:32]([O:34][C:35]2[CH:40]=[CH:39][CH:38]=[C:37]([CH2:41][C:42]([OH:45])([CH3:43])[CH3:44])[CH:36]=2)=[CH:31][C:30]1=[O:46])[CH2:10][CH:11]([CH3:12])[CH3:13], predict the reactants needed to synthesize it. The reactants are: [N:1]1[CH:6]=[CH:5][N:4]=[CH:3][C:2]=1[NH:7][C:8](=[O:15])[C@@H:9]([NH2:14])[CH2:10][CH:11]([CH3:13])[CH3:12].CN1C=CC(NC(=O)[C@@H](N2[CH2:33][C:32]([O:34][C:35]3[CH:40]=[CH:39][CH:38]=[C:37]([CH2:41][C:42]([OH:45])([CH3:44])[CH3:43])[CH:36]=3)=[CH:31][C:30]2=[O:46])CC(C)C)=N1.C(N(CC)C(C)C)(C)C. (2) Given the product [CH3:1][C:2]1([CH3:32])[O:3][C:4](=[O:31])[CH:5]([CH2:9][C@@H:10]([NH:22][C:23](=[O:29])[O:24][C:25]([CH3:27])([CH3:26])[CH3:28])[CH2:11][C:12]2[CH:13]=[N:14][C:15]([C:18]([F:19])([F:20])[F:21])=[CH:16][CH:17]=2)[C:6](=[O:8])[O:7]1, predict the reactants needed to synthesize it. The reactants are: [CH3:1][C:2]1([CH3:32])[O:7][C:6](=[O:8])[CH:5]([C:9](=O)[C@@H:10]([NH:22][C:23](=[O:29])[O:24][C:25]([CH3:28])([CH3:27])[CH3:26])[CH2:11][C:12]2[CH:13]=[N:14][C:15]([C:18]([F:21])([F:20])[F:19])=[CH:16][CH:17]=2)[C:4](=[O:31])[O:3]1.C(O)(=O)C.[BH4-].[Na+]. (3) Given the product [NH2:36][CH2:6][CH2:5][O:4][C:3]1[C:12]([O:33][CH2:34][CH3:35])=[CH:13][C:14]([CH:16]2[C:25]3[C:24](=[O:26])[CH2:23][CH:22]([CH2:27][CH2:28][CH3:29])[CH2:21][C:20]=3[NH:19][C:18]([CH3:30])=[C:17]2[C:31]#[N:32])=[CH:15][C:2]=1[Br:1], predict the reactants needed to synthesize it. The reactants are: [Br:1][C:2]1[CH:15]=[C:14]([CH:16]2[C:25]3[C:24](=[O:26])[CH2:23][CH:22]([CH2:27][CH2:28][CH3:29])[CH2:21][C:20]=3[NH:19][C:18]([CH3:30])=[C:17]2[C:31]#[N:32])[CH:13]=[C:12]([O:33][CH2:34][CH3:35])[C:3]=1[O:4][CH2:5][CH2:6]OS(C)(=O)=O.[NH4+:36].[OH-]. (4) Given the product [OH-:7].[NH4+:15].[CH3:5][C:6]1([C:11]2[CH:12]=[C:13]([C:14]3([NH2:15])[CH2:2][CH2:1]3)[CH:16]=[CH:17][CH:18]=2)[CH2:10][CH2:9][CH2:8][O:7]1, predict the reactants needed to synthesize it. The reactants are: [CH2:1]([Mg]Br)[CH3:2].[CH3:5][C:6]1([C:11]2[CH:12]=[C:13]([CH:16]=[CH:17][CH:18]=2)[C:14]#[N:15])[CH2:10][CH2:9][CH2:8][O:7]1.B(F)(F)F.CCOCC.[OH-].[Na+]. (5) The reactants are: [F:1][C:2]1[C:11]([F:12])=[C:10]2[C:5]([CH:6]=[CH:7][CH:8]([CH:13]3[CH2:18][CH2:17][CH:16]([CH2:19][CH2:20][CH3:21])[CH2:15][CH2:14]3)[O:9]2)=[C:4]2[CH2:22][CH2:23][CH2:24][O:25][C:3]=12. Given the product [F:12][C:11]1[C:2]([F:1])=[C:3]2[C:4]([CH2:22][CH2:23][CH2:24][O:25]2)=[C:5]2[CH2:6][CH2:7][CH:8]([CH:13]3[CH2:18][CH2:17][CH:16]([CH2:19][CH2:20][CH3:21])[CH2:15][CH2:14]3)[O:9][C:10]=12, predict the reactants needed to synthesize it. (6) Given the product [CH2:37]([O:36][C:35](=[O:39])[NH:1][CH2:2][C:3]1([CH2:6][O:7][C:8]2[C:9]([C:18]3[CH:26]=[CH:25][CH:24]=[C:23]4[C:19]=3[CH2:20][CH2:21][C:22]4=[O:27])=[CH:10][CH:11]=[C:12]([O:16][CH3:17])[C:13]=2[O:14][CH3:15])[CH2:4][CH2:5]1)[CH3:38], predict the reactants needed to synthesize it. The reactants are: [NH2:1][CH2:2][C:3]1([CH2:6][O:7][C:8]2[C:13]([O:14][CH3:15])=[C:12]([O:16][CH3:17])[CH:11]=[CH:10][C:9]=2[C:18]2[CH:26]=[CH:25][CH:24]=[C:23]3[C:19]=2[CH2:20][CH2:21][C:22]3=[O:27])[CH2:5][CH2:4]1.C(N(CC)CC)C.[C:35](Cl)(=[O:39])[O:36][CH2:37][CH3:38].C(OCC)(=O)C. (7) The reactants are: Br[CH2:2][C:3]1[CH:4]=[C:5]([B:9]2[O:17][C:14]([CH3:16])([CH3:15])[C:11]([CH3:13])([CH3:12])[O:10]2)[CH:6]=[CH:7][CH:8]=1.[CH3:18][NH:19][CH3:20].C([O-])([O-])=O.[K+].[K+]. Given the product [CH3:18][N:19]([CH3:20])[CH2:2][C:3]1[CH:8]=[CH:7][CH:6]=[C:5]([B:9]2[O:17][C:14]([CH3:16])([CH3:15])[C:11]([CH3:13])([CH3:12])[O:10]2)[CH:4]=1, predict the reactants needed to synthesize it.